Dataset: Reaction yield outcomes from USPTO patents with 853,638 reactions. Task: Predict the reaction yield, written as a fraction of the theoretical maximum amount of product (1.0 means a 100% yield; for example, 0.34 means a 34% yield). (1) The reactants are Br[C:2]1[CH:3]=[C:4]([NH:10][C:11]2[CH:19]=[C:14]3[CH2:15][O:16][CH2:17][CH2:18][N:13]3[N:12]=2)[C:5](=[O:9])[N:6]([CH3:8])[CH:7]=1.[C:20]([O:23][CH2:24][C:25]1[C:30](B2OC(C)(C)C(C)(C)O2)=[CH:29][CH:28]=[CH:27][C:26]=1[N:40]1[CH2:45][CH2:44][C:43]2[C:46]3[CH2:52][CH2:51][CH2:50][CH2:49][C:47]=3[S:48][C:42]=2[C:41]1=[O:53])(=[O:22])[CH3:21].[O-]P([O-])([O-])=O.[K+].[K+].[K+].[C:62]([O-])(=O)C.[Na+]. The catalyst is CC#N.O.Cl[Pd]Cl. The product is [C:20]([O:23][CH2:24][C:25]1[C:26]([N:40]2[C:41](=[O:53])[C:42]3[S:48][C:47]4[CH2:49][CH2:50][CH2:51][CH2:52][C:46]=4[C:43]=3[CH2:44][CH2:45]2)=[CH:27][CH:28]=[CH:29][C:30]=1[C:2]1[CH:3]=[C:4]([NH:10][C:11]2[CH:19]=[C:14]3[N:13]([N:12]=2)[CH2:18][CH2:17][O:16][CH2:15]3)[C:5](=[O:9])[N:6]([CH2:8][CH3:62])[CH:7]=1)(=[O:22])[CH3:21]. The yield is 0.400. (2) The reactants are [Si]([O:8][CH2:9][C@@H:10]([NH:13][C:14]([C:16]1[N:17]=[C:18]([N:21]2[CH2:24][CH:23]([S:25][C:26]3[C@H:27]([CH3:50])[C@@H:28]4[C@@H:45]([C@H:46]([OH:48])[CH3:47])[C:44](=[O:49])[N:29]4[C:30]=3[C:31]([O:33][CH2:34][C:35]3[CH:40]=[CH:39][C:38]([N+:41]([O-:43])=[O:42])=[CH:37][CH:36]=3)=[O:32])[CH2:22]2)[S:19][CH:20]=1)=[O:15])[CH2:11][CH3:12])(C(C)(C)C)(C)C.C(O)(=O)C.[F-].C([N+](CCCC)(CCCC)CCCC)CCC. The catalyst is O1CCCC1. The product is [OH:8][CH2:9][C@@H:10]([NH:13][C:14]([C:16]1[N:17]=[C:18]([N:21]2[CH2:24][CH:23]([S:25][C:26]3[C@H:27]([CH3:50])[C@@H:28]4[C@@H:45]([C@H:46]([OH:48])[CH3:47])[C:44](=[O:49])[N:29]4[C:30]=3[C:31]([O:33][CH2:34][C:35]3[CH:36]=[CH:37][C:38]([N+:41]([O-:43])=[O:42])=[CH:39][CH:40]=3)=[O:32])[CH2:22]2)[S:19][CH:20]=1)=[O:15])[CH2:11][CH3:12]. The yield is 0.560.